This data is from Forward reaction prediction with 1.9M reactions from USPTO patents (1976-2016). The task is: Predict the product of the given reaction. (1) The product is: [Cl:1][C:2]1[C:10]2[N:9]=[C:8]3[N:11]([C:15]4[CH:20]=[CH:19][C:18]([Cl:21])=[CH:17][C:16]=4[Cl:22])[CH2:12][CH2:13][CH2:14][N:7]3[C:6]=2[C:5]([CH:23]([O:26][CH:38]([CH3:39])[CH3:37])[CH2:24][CH3:25])=[CH:4][CH:3]=1. Given the reactants [Cl:1][C:2]1[C:10]2[N:9]=[C:8]3[N:11]([C:15]4[CH:20]=[CH:19][C:18]([Cl:21])=[CH:17][C:16]=4[Cl:22])[CH2:12][CH2:13][CH2:14][N:7]3[C:6]=2[C:5]([CH:23]([OH:26])[CH2:24][CH3:25])=[CH:4][CH:3]=1.S(=O)(=O)(O)O.C(=O)([O-])O.[Na+].[CH3:37][CH:38](O)[CH3:39], predict the reaction product. (2) Given the reactants [Cl:1][C:2]1[CH:11]=[CH:10][C:9](B2OC(C)(C)C(C)(C)O2)=[CH:8][C:3]=1[C:4]([O:6][CH3:7])=[O:5].[NH2:21][C:22]1[C:23]([C:29]([NH:31][CH3:32])=[O:30])=[N:24][C:25](Br)=[CH:26][N:27]=1.C(O)C.C(=O)([O-])[O-].[Na+].[Na+], predict the reaction product. The product is: [NH2:21][C:22]1[N:27]=[CH:26][C:25]([C:9]2[CH:10]=[CH:11][C:2]([Cl:1])=[C:3]([CH:8]=2)[C:4]([O:6][CH3:7])=[O:5])=[N:24][C:23]=1[C:29]([NH:31][CH3:32])=[O:30]. (3) Given the reactants Br[C:2]1[CH:9]=[CH:8][C:5]([C:6]#[N:7])=[C:4]([Cl:10])[CH:3]=1.[CH3:11][C:12]1([CH3:28])[C:16]([CH3:18])([CH3:17])[O:15][B:14]([B:14]2[O:15][C:16]([CH3:18])([CH3:17])[C:12]([CH3:28])([CH3:11])[O:13]2)[O:13]1.C([O-])(=O)C.[K+].C(Cl)Cl, predict the reaction product. The product is: [Cl:10][C:4]1[CH:3]=[C:2]([B:14]2[O:15][C:16]([CH3:18])([CH3:17])[C:12]([CH3:28])([CH3:11])[O:13]2)[CH:9]=[CH:8][C:5]=1[C:6]#[N:7].